Dataset: Experimentally validated miRNA-target interactions with 360,000+ pairs, plus equal number of negative samples. Task: Binary Classification. Given a miRNA mature sequence and a target amino acid sequence, predict their likelihood of interaction. (1) The miRNA is hsa-miR-106b-5p with sequence UAAAGUGCUGACAGUGCAGAU. The protein sequence of the target gene is MAGELADKKDRDASPSKEERKRSRTPDRERDRDRDRKSSPSKDRKRHRSRDRRRGGSRSRSRSRSKSAERERRHKERERDKERDRNKKDRDRDKDGHRRDKDRKRSSLSPGRGKDFKSRKDRDSKKDEEDEHGDKKPKAQPLSLEELLAKKKAEEEAEAKPKFLSKAEREAEALKRRQQEVEERQRMLEEERKKRKQFQDLGRKMLEDPQERERRERRERMERETNGNEDEEGRQKIREEKDKSKELHAIKERYLGGIKKRRRTRHLNDRKFVFEWDASEDTSIDYNPLYKERHQVQLLG.... Result: 1 (interaction). (2) The miRNA is mmu-miR-495-3p with sequence AAACAAACAUGGUGCACUUCUU. The protein sequence of the target gene is MSGSLGRAAAALLRWGRGAGGGGLWGPGVRAAGSGAGGGGSAEQLDALVKKDKVVVFLKGTPEQPQCGFSNAVVQILRLHGVRDYAAYNVLDDPELRQGIKDYSNWPTIPQVYLNGEFVGGCDILLQMHQNGDLVEELKKLGIHSALLDEKKDQDSK. Result: 0 (no interaction). (3) The miRNA is hsa-miR-532-5p with sequence CAUGCCUUGAGUGUAGGACCGU. The protein sequence of the target gene is MLENYGAVASLAAFPFPKPALISQLERGETPWCSVPRGALDGEAPRGISSGYPFLKPAGISHPEQVEEPLNLKLQGEGPSLICPEGVLKRKKEDFILKEEIIEEAQDLMVLSSGPQWCGSQELWFGKTCEEKSRLGRWPGYLNGGRMESSTNDIIEVIVKDEMISVEESSGNTDVNNLLGIHHKILNEQIFYICEECGKCFDQNEDFDQHQKTHNGEKVYGCKECGKAFSFRSHCIAHQRIHSGVKPYECQECAKAFVWKSNLIRHQRIHTGEKPFECKECGKGFSQNTSLTQHQRIHTG.... Result: 1 (interaction). (4) The miRNA is hsa-miR-1-3p with sequence UGGAAUGUAAAGAAGUAUGUAU. The protein sequence of the target gene is MEPDGTYEPGFVGIRFCQECNNMLYPKEDKENRILLYACRNCDYQQEADNSCIYVNKITHEVDELTQIIADVSQDPTLPRTEDHPCQKCGHKEAVFFQSHSARAEDAMRLYYVCTAPHCGHRWTE. Result: 1 (interaction). (5) Result: 0 (no interaction). The protein sequence of the target gene is MAVDVTEYHLSVIKSPPGWEVGVYAAGALALLGIAAVSLWKLWTSGSFPSPSPFPNYDYRYLQQKYGEAYVEAKLKRVPPWNDQRTTTRGPPSRKGSLSIEDTFESISELGPLELMGRELDLAPYGTLRKSQSADSLNSISSVSNTFGQDFTLGQVEVSMDYDGASHTLHVAVLQGKDLLEREEATFESCFMRVSLLPDEQIVGISRIQRNAYSIFFDEKFSVPLDPTALEEKSLRFSVFGIDEDERNVSTGVVELKLSVLDLPLQPFSGWLYLQDQNKAADAVGEILLSLSYLPTAERL.... The miRNA is mmu-miR-137-3p with sequence UUAUUGCUUAAGAAUACGCGUAG. (6) The miRNA is hsa-miR-29a-5p with sequence ACUGAUUUCUUUUGGUGUUCAG. The protein sequence of the target gene is MALPFRKDLEKYKDLDEDELLGNLSETELKQLETVLDDLDPENALLPAGFRQKNQTSKSTTGPFDREHLLSYLEKEALEHKDREDYVPYTGEKKGKIFIPKQKPVQTFTEEKVSLDPELEEALTSASDTELCDLAAILGMHNLITNTKFCNIMGSSNGVDQEHFSNVVKGEKILPVFDEPPNPTNVEESLKRTKENDAHLVEVNLNNIKNIPIPTLKDFAKALETNTHVKCFSLAATRSNDPVATAFAEMLKVNKTLKSLNVESNFITGVGILALIDALRDNETLAELKIDNQRQQLGTA.... Result: 1 (interaction). (7) The miRNA is hsa-miR-548aw with sequence GUGCAAAAGUCAUCACGGUU. The protein sequence of the target gene is MAQGSGGREGALRTPAGGWHSPPSPDMQELLRSVERDLSIDPRQLAPAPGGTHVVALVPARWLASLRDRRLPLGPCPRAEGLGEAEVRTLLQRSVQRLPAGWTRVEVHGLRKRRLSYPLGGGLPFEDGSCGPETLTRFMQEVAAQNYRNLWRHAYHTYGQPYSHSPAPSAVPALDSVRQALQRVYGCSFLPVGETTQCPSYAREGPCPPRGSPACPSLLRAEALLESPEMLYVVHPYVQFSLHDVVTFSPAKLTNSQAKVLFILFRVLRAMDACHRQGLACGALSLYHIAVDEKLCSELR.... Result: 1 (interaction).